From a dataset of Catalyst prediction with 721,799 reactions and 888 catalyst types from USPTO. Predict which catalyst facilitates the given reaction. Reactant: [Br:1][C:2]1[N:6]=[C:5]([CH:7]([OH:9])[CH3:8])[N:4]([CH3:10])[N:3]=1.N1C=CC=CC=1.CC(OI1(OC(C)=O)(OC(C)=O)OC(=O)C2C=CC=CC1=2)=O. Product: [Br:1][C:2]1[N:6]=[C:5]([C:7](=[O:9])[CH3:8])[N:4]([CH3:10])[N:3]=1. The catalyst class is: 4.